This data is from Forward reaction prediction with 1.9M reactions from USPTO patents (1976-2016). The task is: Predict the product of the given reaction. (1) The product is: [CH3:1][C:2]1[O:6][C:5]([C:7]2[CH:8]=[CH:9][CH:10]=[CH:11][CH:12]=2)=[N:4][C:3]=1[CH2:13][O:14][C:15]1[CH:16]=[CH:17][C:18]([CH2:19][O:20]/[N:21]=[C:25](/[C:33]2[CH:34]=[CH:35][CH:36]=[CH:37][CH:38]=2)\[CH2:26][CH2:27][CH2:28][CH2:29][C:30]([NH2:32])=[O:31])=[CH:22][CH:23]=1. Given the reactants [CH3:1][C:2]1[O:6][C:5]([C:7]2[CH:12]=[CH:11][CH:10]=[CH:9][CH:8]=2)=[N:4][C:3]=1[CH2:13][O:14][C:15]1[CH:23]=[CH:22][C:18]([CH2:19][O:20][NH2:21])=[CH:17][CH:16]=1.O=[C:25]([C:33]1[CH:38]=[CH:37][CH:36]=[CH:35][CH:34]=1)[CH2:26][CH2:27][CH2:28][CH2:29][C:30]([NH2:32])=[O:31].C(O)(=O)C.C([O-])(=O)C.[Na+], predict the reaction product. (2) Given the reactants C(O[C:4]([C:6]1([CH2:12][CH2:13]OC)[CH2:11][CH2:10][NH:9][CH2:8][CH2:7]1)=[O:5])C.[F:16][C:17]([F:29])([F:28])[C:18]1[CH:23]=[CH:22][CH:21]=[CH:20][C:19]=1[S:24](Cl)(=[O:26])=[O:25].F[C:31](F)(F)[CH:32]([CH3:41])[O:33][C:34]1[CH:39]=[CH:38][C:37]([NH2:40])=[CH:36][CH:35]=1, predict the reaction product. The product is: [CH:32]([O:33][C:34]1[CH:39]=[CH:38][C:37]([N:40]2[CH2:13][CH2:12][C:6]3([CH2:7][CH2:8][N:9]([S:24]([C:19]4[CH:20]=[CH:21][CH:22]=[CH:23][C:18]=4[C:17]([F:29])([F:28])[F:16])(=[O:26])=[O:25])[CH2:10][CH2:11]3)[C:4]2=[O:5])=[CH:36][CH:35]=1)([CH3:41])[CH3:31]. (3) Given the reactants ClCCl.Cl[C:5]1[N:10]=[C:9]([C:11]([N:13]2[CH2:18][CH2:17][N:16]([C:19]([O:21][C:22]([CH3:25])([CH3:24])[CH3:23])=[O:20])[CH2:15][CH:14]2[CH2:26][O:27][C:28]2[CH:29]=[N:30][CH:31]=[CH:32][CH:33]=2)=[O:12])[CH:8]=[CH:7][CH:6]=1.[C:34]1(B(O)O)[CH:39]=[CH:38][CH:37]=[CH:36][CH:35]=1.C(=O)([O-])[O-].[Na+].[Na+], predict the reaction product. The product is: [C:34]1([C:5]2[N:10]=[C:9]([C:11]([N:13]3[CH2:18][CH2:17][N:16]([C:19]([O:21][C:22]([CH3:25])([CH3:24])[CH3:23])=[O:20])[CH2:15][CH:14]3[CH2:26][O:27][C:28]3[CH:29]=[N:30][CH:31]=[CH:32][CH:33]=3)=[O:12])[CH:8]=[CH:7][CH:6]=2)[CH:39]=[CH:38][CH:37]=[CH:36][CH:35]=1.